Dataset: Forward reaction prediction with 1.9M reactions from USPTO patents (1976-2016). Task: Predict the product of the given reaction. Given the reactants C[O:2][C:3]([C:5]1[CH:6]=[CH:7][CH:8]=[C:9]2[C:14]=1[N:13]=[CH:12][N:11]=[C:10]2[NH:15][CH2:16][C:17]1[CH:22]=[CH:21][CH:20]=[C:19]([N:23]([C:25](=[O:34])[C:26]2[CH:31]=[CH:30][C:29]([O:32][CH3:33])=[CH:28][CH:27]=2)[CH3:24])[CH:18]=1)=O.[NH3:35], predict the reaction product. The product is: [CH3:33][O:32][C:29]1[CH:28]=[CH:27][C:26]([C:25]([N:23]([CH3:24])[C:19]2[CH:18]=[C:17]([CH:22]=[CH:21][CH:20]=2)[CH2:16][NH:15][C:10]2[C:9]3[C:14](=[C:5]([C:3]([NH2:35])=[O:2])[CH:6]=[CH:7][CH:8]=3)[N:13]=[CH:12][N:11]=2)=[O:34])=[CH:31][CH:30]=1.